This data is from Catalyst prediction with 721,799 reactions and 888 catalyst types from USPTO. The task is: Predict which catalyst facilitates the given reaction. Reactant: C(=O)([O-])[O-].[Na+].[Na+].[CH:7]12[CH2:16][CH:11]3[CH2:12][CH:13]([CH2:15][CH:9]([CH2:10]3)[CH:8]1[NH:17][C:18]([C:20]1[C:21](Cl)=[N:22][C:23]([Cl:26])=[N:24][CH:25]=1)=[O:19])[CH2:14]2.[CH2:28]([SH:31])[CH2:29][CH3:30]. Product: [CH:9]12[CH2:15][CH:13]3[CH2:12][CH:11]([CH2:16][CH:7]([CH2:14]3)[CH:8]1[NH:17][C:18]([C:20]1[C:21]([S:31][CH2:28][CH2:29][CH3:30])=[N:22][C:23]([Cl:26])=[N:24][CH:25]=1)=[O:19])[CH2:10]2. The catalyst class is: 31.